From a dataset of Full USPTO retrosynthesis dataset with 1.9M reactions from patents (1976-2016). Predict the reactants needed to synthesize the given product. (1) Given the product [CH2:1]([O:3][C:4](=[O:19])[CH:5]([O:16][CH2:17][CH3:18])[CH2:6][C:7]1[CH:8]=[C:9]2[C:13](=[CH:14][CH:15]=1)[NH:12][CH:11]=[CH:10]2)[CH3:2], predict the reactants needed to synthesize it. The reactants are: [CH2:1]([O:3][C:4](=[O:19])/[C:5](/[O:16][CH2:17][CH3:18])=[CH:6]/[C:7]1[CH:8]=[C:9]2[C:13](=[CH:14][CH:15]=1)[NH:12][CH:11]=[CH:10]2)[CH3:2].[H][H]. (2) Given the product [C:14]([OH:22])(=[O:21])[CH:15]=[CH2:16].[C:33]([O:31][CH2:24][CH2:25][CH2:30][CH3:29])(=[O:34])[CH:35]=[CH2:36].[C:14]([O:22][CH2:12][C:11]1[CH:6]=[CH:7][CH:8]=[CH:9][CH:10]=1)(=[O:21])[CH:15]=[CH2:16].[C:14]1(=[O:22])[O:21][C:19](=[O:34])[CH2:20][C:15]1=[CH2:16], predict the reactants needed to synthesize it. The reactants are: C(S)CCCC[CH2:6][CH2:7][CH2:8][CH2:9][CH2:10][CH2:11][CH3:12].[C:14]([O:22]O[C:24](=[O:31])[C:25]1[CH:30]=[CH:29]C=CC=1)(=[O:21])[C:15]1[CH:20]=[CH:19]C=C[CH:16]=1.C[C:33]([CH2:35][CH:36](C)C)=[O:34]. (3) Given the product [Cl:9][C:10]1[C:11]([NH:20][N:21]=[CH:7][C:2]2[CH:3]=[CH:4][CH:5]=[CH:6][N:1]=2)=[N:12][CH:13]=[C:14]([C:16]([F:19])([F:17])[F:18])[CH:15]=1, predict the reactants needed to synthesize it. The reactants are: [N:1]1[CH:6]=[CH:5][CH:4]=[CH:3][C:2]=1[CH:7]=O.[Cl:9][C:10]1[C:11]([NH:20][NH2:21])=[N:12][CH:13]=[C:14]([C:16]([F:19])([F:18])[F:17])[CH:15]=1. (4) Given the product [N:14]1[CH:15]=[CH:16][C:11]([C:9]2[S:10][C:3]3[C:2]([C:29]4[CH:30]=[C:25]([NH:24][C:22](=[O:23])[C:21]5[CH:34]=[CH:35][CH:36]=[C:19]([C:18]([F:37])([F:38])[F:17])[CH:20]=5)[CH:26]=[CH:27][CH:28]=4)=[N:7][CH:6]=[N:5][C:4]=3[CH:8]=2)=[CH:12][CH:13]=1, predict the reactants needed to synthesize it. The reactants are: Cl[C:2]1[C:3]2[S:10][C:9]([C:11]3[CH:16]=[CH:15][N:14]=[CH:13][CH:12]=3)=[CH:8][C:4]=2[N:5]=[CH:6][N:7]=1.[F:17][C:18]([F:38])([F:37])[C:19]1[CH:20]=[C:21]([CH:34]=[CH:35][CH:36]=1)[C:22]([NH:24][C:25]1[CH:26]=[C:27](B(O)O)[CH:28]=[CH:29][CH:30]=1)=[O:23]. (5) Given the product [F:26][C:27]([F:40])([F:39])[S:28]([O:18][C:10]1[C:11]([C:12]2[CH:13]=[CH:14][CH:15]=[CH:16][CH:17]=2)=[C:4]2[N:3]=[C:2]([CH3:1])[CH:7]=[C:6]([CH3:8])[N:5]2[N:9]=1)(=[O:30])=[O:29], predict the reactants needed to synthesize it. The reactants are: [CH3:1][C:2]1[CH:7]=[C:6]([CH3:8])[N:5]2[N:9]=[C:10]([OH:18])[C:11]([C:12]3[CH:17]=[CH:16][CH:15]=[CH:14][CH:13]=3)=[C:4]2[N:3]=1.C(N(CC)CC)C.[F:26][C:27]([F:40])([F:39])[S:28](O[S:28]([C:27]([F:40])([F:39])[F:26])(=[O:30])=[O:29])(=[O:30])=[O:29].O. (6) Given the product [CH3:3][C:4]1[CH:17]=[C:7]2[C:8]([C@@H:12]3[CH2:14][C@H:13]3[CH2:15][NH:16][C:25](=[O:27])[CH3:26])=[CH:9][CH:10]=[CH:11][N:6]2[N:5]=1, predict the reactants needed to synthesize it. The reactants are: Cl.Cl.[CH3:3][C:4]1[CH:17]=[C:7]2[C:8]([C@@H:12]3[CH2:14][C@H:13]3[CH2:15][NH2:16])=[CH:9][CH:10]=[CH:11][N:6]2[N:5]=1.C(N(CC)CC)C.[C:25](OC(=O)C)(=[O:27])[CH3:26].